This data is from Forward reaction prediction with 1.9M reactions from USPTO patents (1976-2016). The task is: Predict the product of the given reaction. (1) Given the reactants [C:1]1(=O)[CH2:12][CH2:11][CH2:10][CH2:9][CH2:8][CH2:7][CH2:6][CH2:5][CH2:4][CH2:3][CH2:2]1.[NH2:14][OH:15], predict the reaction product. The product is: [C:1]1(=[N:14][OH:15])[CH2:12][CH2:11][CH2:10][CH2:9][CH2:8][CH2:7][CH2:6][CH2:5][CH2:4][CH2:3][CH2:2]1. (2) Given the reactants [OH:1][C:2]([C:36]1[S:37][CH:38]=[CH:39][CH:40]=1)([C:31]1[S:32][CH:33]=[CH:34][CH:35]=1)[C:3]([O:5][C@H:6]1[CH2:11][CH2:10][C@H:9]([N:12]([CH2:14][CH2:15][C:16]([NH:18][C:19]2[CH:24]=[C:23]([O:25][CH3:26])[C:22]([CH2:27][CH:28]=O)=[CH:21][C:20]=2[Cl:30])=[O:17])[CH3:13])[CH2:8][CH2:7]1)=[O:4].C([O-])(=O)C.[Si:45]([O:52][C@H:53]([C:56]1[CH:65]=[CH:64][C:63]([OH:66])=[C:62]2[C:57]=1[CH:58]=[CH:59][C:60](=[O:67])[NH:61]2)[CH2:54][NH3+:55])([C:48]([CH3:51])([CH3:50])[CH3:49])([CH3:47])[CH3:46].C(NCCNC(C)C)(C)C.C(O[BH-](OC(=O)C)OC(=O)C)(=O)C.[Na+].C(=O)(O)[O-], predict the reaction product. The product is: [OH:1][C:2]([C:31]1[S:32][CH:33]=[CH:34][CH:35]=1)([C:36]1[S:37][CH:38]=[CH:39][CH:40]=1)[C:3]([O:5][C@H:6]1[CH2:7][CH2:8][C@H:9]([N:12]([CH2:14][CH2:15][C:16]([NH:18][C:19]2[CH:24]=[C:23]([O:25][CH3:26])[C:22]([CH2:27][CH2:28][NH:55][CH2:54][C@H:53]([O:52][Si:45]([C:48]([CH3:51])([CH3:50])[CH3:49])([CH3:46])[CH3:47])[C:56]3[CH:65]=[CH:64][C:63]([OH:66])=[C:62]4[C:57]=3[CH:58]=[CH:59][C:60](=[O:67])[NH:61]4)=[CH:21][C:20]=2[Cl:30])=[O:17])[CH3:13])[CH2:10][CH2:11]1)=[O:4]. (3) Given the reactants [Cl:1][C:2]1[CH:7]=[CH:6][CH:5]=[C:4]([CH3:8])[C:3]=1[NH:9][C:10]1[NH:11][C:12]2[C:18]3[CH2:19][C:20]([CH3:23])([CH3:22])[O:21][C:17]=3[C:16]([C:24](O)=[O:25])=[CH:15][C:13]=2[N:14]=1.S(Cl)(Cl)=O.[F:31][C:32]1[CH:38]=[C:37]([F:39])[CH:36]=[C:35]([F:40])[C:33]=1[NH2:34].CCN(C(C)C)C(C)C, predict the reaction product. The product is: [Cl:1][C:2]1[CH:7]=[CH:6][CH:5]=[C:4]([CH3:8])[C:3]=1[NH:9][C:10]1[NH:11][C:12]2[C:18]3[CH2:19][C:20]([CH3:22])([CH3:23])[O:21][C:17]=3[C:16]([C:24]([NH:34][C:33]3[C:32]([F:31])=[CH:38][C:37]([F:39])=[CH:36][C:35]=3[F:40])=[O:25])=[CH:15][C:13]=2[N:14]=1. (4) Given the reactants O=C1C2C(=CC=CC=2)C(=O)[N:3]1[C@H:12]([CH:38]([CH3:40])[CH3:39])[C:13]([O:15][CH2:16][CH2:17][O:18][CH2:19][N:20]1[C:24]([C:25]([O:27][CH2:28][C:29]2[CH:34]=[CH:33][CH:32]=[CH:31][CH:30]=2)=[O:26])=[CH:23][C:22]2[O:35][CH:36]=[CH:37][C:21]1=2)=[O:14].NN.O, predict the reaction product. The product is: [NH2:3][C@H:12]([CH:38]([CH3:40])[CH3:39])[C:13]([O:15][CH2:16][CH2:17][O:18][CH2:19][N:20]1[C:24]([C:25]([O:27][CH2:28][C:29]2[CH:30]=[CH:31][CH:32]=[CH:33][CH:34]=2)=[O:26])=[CH:23][C:22]2[O:35][CH:36]=[CH:37][C:21]1=2)=[O:14].